This data is from Catalyst prediction with 721,799 reactions and 888 catalyst types from USPTO. The task is: Predict which catalyst facilitates the given reaction. Reactant: [F:1][C:2]1[CH:3]=[CH:4][C:5]2[N:10]([CH2:11][CH2:12][CH2:13][NH:14][C:15]3[CH:20]=[CH:19][C:18]([CH2:21][C@H:22]([O:28][CH3:29])[C:23]([O:25]CC)=[O:24])=[CH:17][CH:16]=3)[CH2:9][CH2:8][O:7][C:6]=2[CH:30]=1.O.[OH-].[Li+]. Product: [F:1][C:2]1[CH:3]=[CH:4][C:5]2[N:10]([CH2:11][CH2:12][CH2:13][NH:14][C:15]3[CH:20]=[CH:19][C:18]([CH2:21][C@H:22]([O:28][CH3:29])[C:23]([OH:25])=[O:24])=[CH:17][CH:16]=3)[CH2:9][CH2:8][O:7][C:6]=2[CH:30]=1. The catalyst class is: 200.